Regression/Classification. Given a drug SMILES string, predict its toxicity properties. Task type varies by dataset: regression for continuous values (e.g., LD50, hERG inhibition percentage) or binary classification for toxic/non-toxic outcomes (e.g., AMES mutagenicity, cardiotoxicity, hepatotoxicity). Dataset: ld50_zhu. From a dataset of Acute oral toxicity (LD50) regression data from Zhu et al.. (1) The rat oral LD50 is 1.81, given as -log10 of the dose in mol/kg body weight (higher means more acutely toxic). The compound is Oc1ccc(Sc2ccc(O)cc2)cc1. (2) The molecule is C=CC(=O)NCNC(=O)C=C. The rat oral LD50 is 2.60, given as -log10 of the dose in mol/kg body weight (higher means more acutely toxic). (3) The compound is Nc1ccc([N+](=O)[O-])cc1N. The rat oral LD50 is 2.35, given as -log10 of the dose in mol/kg body weight (higher means more acutely toxic). (4) The compound is CC1=NN(c2ccccc2)C(=O)C1. The rat oral LD50 is 1.70, given as -log10 of the dose in mol/kg body weight (higher means more acutely toxic). (5) The molecule is C=C1c2c(Cl)ccc(O)c2C(=O)C2=C(O)C3(O)C(=O)C(C(N)=O)=C(O)C(N(C)C)C3C(O)C12. The rat oral LD50 is 2.38, given as -log10 of the dose in mol/kg body weight (higher means more acutely toxic).